Dataset: Full USPTO retrosynthesis dataset with 1.9M reactions from patents (1976-2016). Task: Predict the reactants needed to synthesize the given product. (1) Given the product [CH:1]1([C:4]2[C:5]([O:18][CH2:19][C:20]3([C:26]([F:29])([F:27])[F:28])[CH2:21][CH2:22][CH2:23][CH2:24][CH2:25]3)=[CH:6][C:7]([F:17])=[C:8]([CH:16]=2)[C:9]([OH:11])=[O:10])[CH2:2][CH2:3]1, predict the reactants needed to synthesize it. The reactants are: [CH:1]1([C:4]2[C:5]([O:18][CH2:19][C:20]3([C:26]([F:29])([F:28])[F:27])[CH2:25][CH2:24][CH2:23][CH2:22][CH2:21]3)=[CH:6][C:7]([F:17])=[C:8]([CH:16]=2)[C:9]([O:11]C(C)(C)C)=[O:10])[CH2:3][CH2:2]1.FC(F)(F)C(O)=O. (2) Given the product [Cl:2][C:3]1[CH:18]=[CH:17][C:6]2[NH:7][C:8]3[S:9][C:10]([CH3:16])=[CH:11][C:12]=3[C:13]([N:15]3[CH2:25][CH2:24][NH:23][C@@H:22]([CH2:21][CH2:20][OH:19])[CH2:27]3)=[N:14][C:5]=2[CH:4]=1, predict the reactants needed to synthesize it. The reactants are: Cl.[Cl:2][C:3]1[CH:18]=[CH:17][C:6]2[NH:7][C:8]3[S:9][C:10]([CH3:16])=[CH:11][C:12]=3[C:13]([NH2:15])=[N:14][C:5]=2[CH:4]=1.[OH:19][CH2:20][CH2:21][C@H:22]1[CH2:27]N[CH2:25][CH2:24][NH:23]1. (3) The reactants are: C(=O)([O-])[O-].[Cs+].[Cs+].Br[CH2:8][CH2:9][CH2:10][C:11]([F:14])([F:13])[F:12].[C:15]([O:19][C:20]([NH:22][C@@H:23]([CH2:28][C:29]1[N:30]=[CH:31][NH:32][CH:33]=1)[C:24]([O:26][CH3:27])=[O:25])=[O:21])([CH3:18])([CH3:17])[CH3:16]. Given the product [C:15]([O:19][C:20]([NH:22][C@@H:23]([CH2:28][C:29]1[N:30]=[CH:31][N:32]([CH2:8][CH2:9][CH2:10][C:11]([F:14])([F:13])[F:12])[CH:33]=1)[C:24]([O:26][CH3:27])=[O:25])=[O:21])([CH3:18])([CH3:16])[CH3:17], predict the reactants needed to synthesize it. (4) The reactants are: [F:1][C:2]1[CH:32]=[CH:31][C:5]([CH2:6][NH:7][C:8]([C:10]2[N:11]=[C:12]3[N:17]([C:18](=[O:28])[C:19]=2[O:20][CH2:21][C:22]2[CH:27]=[CH:26][CH:25]=[CH:24][CH:23]=2)[CH2:16][CH2:15][O:14][C:13]3([CH3:30])[CH3:29])=[O:9])=[C:4](I)[CH:3]=1.C1(P(C2C=CC=CC=2)C2C=CC=CC=2)C=CC=CC=1.[CH3:53][Si:54]([C:57]#[CH:58])([CH3:56])[CH3:55]. Given the product [F:1][C:2]1[CH:32]=[CH:31][C:5]([CH2:6][NH:7][C:8]([C:10]2[N:11]=[C:12]3[N:17]([C:18](=[O:28])[C:19]=2[O:20][CH2:21][C:22]2[CH:27]=[CH:26][CH:25]=[CH:24][CH:23]=2)[CH2:16][CH2:15][O:14][C:13]3([CH3:30])[CH3:29])=[O:9])=[C:4]([C:58]#[C:57][Si:54]([CH3:56])([CH3:55])[CH3:53])[CH:3]=1, predict the reactants needed to synthesize it.